This data is from Catalyst prediction with 721,799 reactions and 888 catalyst types from USPTO. The task is: Predict which catalyst facilitates the given reaction. (1) Reactant: [O:1]=[S:2]1[C:10]2[C:9]([NH:11][CH:12]3[CH2:17][CH2:16][O:15][CH2:14][CH2:13]3)=[N:8][C:7]([N:18]3[CH2:23][CH2:22][CH:21]([O:24][C:25]4[CH:34]=[CH:33][C:28]([C:29]([O:31]C)=[O:30])=[CH:27][CH:26]=4)[CH2:20][CH2:19]3)=[N:6][C:5]=2[CH2:4][CH2:3]1.[OH-].[Na+].Cl. Product: [O:1]=[S:2]1[C:10]2[C:9]([NH:11][CH:12]3[CH2:17][CH2:16][O:15][CH2:14][CH2:13]3)=[N:8][C:7]([N:18]3[CH2:23][CH2:22][CH:21]([O:24][C:25]4[CH:26]=[CH:27][C:28]([C:29]([OH:31])=[O:30])=[CH:33][CH:34]=4)[CH2:20][CH2:19]3)=[N:6][C:5]=2[CH2:4][CH2:3]1. The catalyst class is: 5. (2) Reactant: [NH:1]1[CH2:9][CH2:8][CH:4]([C:5]([OH:7])=[O:6])[CH2:3][CH2:2]1.C(N(CC)CC)C.O.[CH3:18][C:19]1[C:20]([C:41]2[CH:46]=[CH:45][CH:44]=[CH:43][CH:42]=2)=[C:21]([O:31][C:32]2[CH:40]=[CH:39][C:35]([C:36](Cl)=[O:37])=[CH:34][CH:33]=2)[C:22]2[C:27]([CH:28]=1)=[CH:26][C:25]([O:29][CH3:30])=[CH:24][CH:23]=2. Product: [CH3:18][C:19]1[C:20]([C:41]2[CH:46]=[CH:45][CH:44]=[CH:43][CH:42]=2)=[C:21]([O:31][C:32]2[CH:40]=[CH:39][C:35]([C:36]([N:1]3[CH2:9][CH2:8][CH:4]([C:5]([OH:7])=[O:6])[CH2:3][CH2:2]3)=[O:37])=[CH:34][CH:33]=2)[C:22]2[C:27]([CH:28]=1)=[CH:26][C:25]([O:29][CH3:30])=[CH:24][CH:23]=2. The catalyst class is: 1. (3) Reactant: Br[C:2]1[CH:3]=[C:4]([NH:10][C:11]2[CH:16]=[CH:15][C:14]([CH:17]3[CH2:20][N:19]([CH:21]4[CH2:24][O:23][CH2:22]4)[CH2:18]3)=[CH:13][N:12]=2)[C:5](=[O:9])[N:6]([CH3:8])[CH:7]=1.[C:25]([O:28][CH2:29][C:30]1[C:31]([N:39]2[CH2:50][CH2:49][N:48]3[C:41](=[CH:42][C:43]4[CH2:44][C:45]([CH3:52])([CH3:51])[CH2:46][C:47]=43)[C:40]2=[O:53])=[N:32][CH:33]=[CH:34][C:35]=1B(O)O)(=[O:27])[CH3:26].C([O-])(=O)C.[Na+].[O-]P([O-])([O-])=O.[K+].[K+].[K+]. Product: [C:25]([O:28][CH2:29][C:30]1[C:31]([N:39]2[CH2:50][CH2:49][N:48]3[C:41](=[CH:42][C:43]4[CH2:44][C:45]([CH3:52])([CH3:51])[CH2:46][C:47]=43)[C:40]2=[O:53])=[N:32][CH:33]=[CH:34][C:35]=1[C:2]1[CH:3]=[C:4]([NH:10][C:11]2[CH:16]=[CH:15][C:14]([CH:17]3[CH2:20][N:19]([CH:21]4[CH2:24][O:23][CH2:22]4)[CH2:18]3)=[CH:13][N:12]=2)[C:5](=[O:9])[N:6]([CH3:8])[CH:7]=1)(=[O:27])[CH3:26]. The catalyst class is: 712. (4) Reactant: [Br:1][C:2]1[S:11][C:5]2[N:6]=[CH:7][N:8]=[C:9](Cl)[C:4]=2[CH:3]=1.[Cl:12][C:13]1[CH:14]=[C:15]([CH:17]=[CH:18][C:19]=1[O:20][CH2:21][C:22]1[CH:27]=[CH:26][CH:25]=[C:24]([F:28])[CH:23]=1)[NH2:16].C(N(CC)CC)C. Product: [Br:1][C:2]1[S:11][C:5]2[N:6]=[CH:7][N:8]=[C:9]([NH:16][C:15]3[CH:17]=[CH:18][C:19]([O:20][CH2:21][C:22]4[CH:27]=[CH:26][CH:25]=[C:24]([F:28])[CH:23]=4)=[C:13]([Cl:12])[CH:14]=3)[C:4]=2[CH:3]=1. The catalyst class is: 32. (5) Reactant: [CH2:1]([O:3][CH2:4][CH2:5][O:6][C:7]1[CH:12]=[C:11]([CH3:13])[C:10]([C:14]2[C:19]([O:20][CH3:21])=[CH:18][CH:17]=[C:16]([CH2:22][O:23][C:24]3[CH:29]=[CH:28][C:27]([CH2:30][CH2:31][C:32]([O:34]CC)=[O:33])=[C:26]([F:37])[CH:25]=3)[CH:15]=2)=[C:9]([CH3:38])[CH:8]=1)[CH3:2].CO.[OH-].[Na+].Cl. Product: [CH2:1]([O:3][CH2:4][CH2:5][O:6][C:7]1[CH:12]=[C:11]([CH3:13])[C:10]([C:14]2[C:19]([O:20][CH3:21])=[CH:18][CH:17]=[C:16]([CH2:22][O:23][C:24]3[CH:29]=[CH:28][C:27]([CH2:30][CH2:31][C:32]([OH:34])=[O:33])=[C:26]([F:37])[CH:25]=3)[CH:15]=2)=[C:9]([CH3:38])[CH:8]=1)[CH3:2]. The catalyst class is: 7.